From a dataset of Full USPTO retrosynthesis dataset with 1.9M reactions from patents (1976-2016). Predict the reactants needed to synthesize the given product. (1) The reactants are: Cl.[NH2:2][C@@H:3]1[CH2:8][CH2:7][C@H:6]([NH:9][C:10]([C:12]2[C:16]3=[N:17][CH:18]=[CH:19][C:20]([C:21]4[CH:26]=[C:25]([F:27])[C:24]([O:28][CH3:29])=[CH:23][C:22]=4[O:30][CH2:31][CH:32]4[CH2:34][CH2:33]4)=[C:15]3[NH:14][C:13]=2[CH3:35])=[O:11])[CH2:5][CH2:4]1.[C:36]([O:39][C@@H:40]([CH3:44])[C:41](Cl)=[O:42])(=O)C. Given the product [CH:32]1([CH2:31][O:30][C:22]2[CH:23]=[C:24]([O:28][CH3:29])[C:25]([F:27])=[CH:26][C:21]=2[C:20]2[CH:19]=[CH:18][N:17]=[C:16]3[C:12]([C:10]([NH:9][C@H:6]4[CH2:7][CH2:8][C@@H:3]([NH:2][C:41](=[O:42])[C@@H:40]([O:39][CH3:36])[CH3:44])[CH2:4][CH2:5]4)=[O:11])=[C:13]([CH3:35])[NH:14][C:15]=23)[CH2:33][CH2:34]1, predict the reactants needed to synthesize it. (2) Given the product [ClH:24].[CH3:1][O:2][CH2:3][CH2:4][O:5][C:6]1[N:11]=[C:10]([CH2:12][NH2:13])[CH:9]=[C:8]([C:14]2[CH:15]=[N:16][C:17]([C:20]([F:23])([F:21])[F:22])=[CH:18][CH:19]=2)[CH:7]=1, predict the reactants needed to synthesize it. The reactants are: [CH3:1][O:2][CH2:3][CH2:4][O:5][C:6]1[N:11]=[C:10]([C:12]#[N:13])[CH:9]=[C:8]([C:14]2[CH:15]=[N:16][C:17]([C:20]([F:23])([F:22])[F:21])=[CH:18][CH:19]=2)[CH:7]=1.[ClH:24]. (3) Given the product [C:2]([C:4]1[CH:9]=[CH:8][C:7]([NH:10][C:15](=[O:16])[C:14]2[CH:13]=[C:12]([Cl:11])[CH:20]=[C:19]([Cl:21])[CH:18]=2)=[CH:6][CH:5]=1)(=[O:3])[CH3:1], predict the reactants needed to synthesize it. The reactants are: [CH3:1][C:2]([C:4]1[CH:9]=[CH:8][C:7]([NH2:10])=[CH:6][CH:5]=1)=[O:3].[Cl:11][C:12]1[CH:13]=[C:14]([CH:18]=[C:19]([Cl:21])[CH:20]=1)[C:15](Cl)=[O:16].C(N(CC)CC)C. (4) Given the product [F:1][C:2]1[CH:9]=[CH:8][C:5]([C:6](=[N:11][OH:12])[NH2:7])=[CH:4][N:3]=1, predict the reactants needed to synthesize it. The reactants are: [F:1][C:2]1[CH:9]=[CH:8][C:5]([C:6]#[N:7])=[CH:4][N:3]=1.Cl.[NH2:11][OH:12].C(=O)([O-])[O-].[K+].[K+]. (5) Given the product [ClH:24].[ClH:24].[Cl:24][C:13]1[CH:14]=[N:15][C:16]2[C:21]([C:12]=1[CH:9]([CH2:10][OH:11])[CH2:8][N:5]1[CH2:4][CH2:3][CH:2]([NH:1][CH2:36][C:33]3[CH:34]=[CH:35][C:29]4[S:28][CH2:27][C:26](=[O:25])[NH:31][C:30]=4[N:32]=3)[CH2:7][CH2:6]1)=[N:20][C:19]([O:22][CH3:23])=[CH:18][CH:17]=2, predict the reactants needed to synthesize it. The reactants are: [NH2:1][CH:2]1[CH2:7][CH2:6][N:5]([CH2:8][CH:9]([C:12]2[C:21]3[C:16](=[CH:17][CH:18]=[C:19]([O:22][CH3:23])[N:20]=3)[N:15]=[CH:14][C:13]=2[Cl:24])[CH2:10][OH:11])[CH2:4][CH2:3]1.[O:25]=[C:26]1[NH:31][C:30]2[N:32]=[C:33]([CH:36]=O)[CH:34]=[CH:35][C:29]=2[S:28][CH2:27]1. (6) Given the product [CH3:18][O:19][C:20](=[O:27])[C@@H:21]([NH:22][C:12](=[O:14])[C:11]1[CH:10]=[CH:9][C:8]([N:5]2[CH2:4][CH2:3][C:2](=[O:1])[CH2:7][CH2:6]2)=[CH:16][CH:15]=1)[CH2:23][CH:24]([CH3:26])[CH3:25], predict the reactants needed to synthesize it. The reactants are: [O:1]=[C:2]1[CH2:7][CH2:6][N:5]([C:8]2[CH:16]=[CH:15][C:11]([C:12]([OH:14])=O)=[CH:10][CH:9]=2)[CH2:4][CH2:3]1.Cl.[CH3:18][O:19][C:20](=[O:27])[C@H:21]([CH2:23][CH:24]([CH3:26])[CH3:25])[NH2:22].